Predict the product of the given reaction. From a dataset of Forward reaction prediction with 1.9M reactions from USPTO patents (1976-2016). (1) Given the reactants I[C:2]1[C:3]([O:21][CH2:22][C:23]([F:26])([F:25])[F:24])=[N:4][CH:5]=[C:6]([CH:20]=1)[C:7]([NH:9][CH2:10][C:11]1[O:15][N:14]=[C:13]([C:16]([F:19])([F:18])[F:17])[N:12]=1)=[O:8].C(=O)([O-])[O-].[K+].[K+].CC1(C)C(C)(C)OB([C:41]2[CH2:42][CH2:43][O:44][CH2:45][CH:46]=2)O1, predict the reaction product. The product is: [O:44]1[CH2:43][CH:42]=[C:41]([C:2]2[C:3]([O:21][CH2:22][C:23]([F:26])([F:25])[F:24])=[N:4][CH:5]=[C:6]([CH:20]=2)[C:7]([NH:9][CH2:10][C:11]2[O:15][N:14]=[C:13]([C:16]([F:19])([F:18])[F:17])[N:12]=2)=[O:8])[CH2:46][CH2:45]1. (2) The product is: [CH2:39]([N:45]1[CH2:50][CH:49]2[CH:47]([C:48]2([CH3:51])[C:52]2[CH:57]=[CH:56][CH:55]=[C:54]([C:25]3[CH:30]=[CH:29][CH:28]=[CH:27][N:26]=3)[CH:53]=2)[C:46]1=[O:59])[CH2:40][CH2:41][CH2:42][CH2:43][CH3:44]. Given the reactants C1([As](C2C=CC=CC=2)C2C=CC=CC=2)C=CC=CC=1.C([Sn](CCCC)(CCCC)[C:25]1[CH:30]=[CH:29][CH:28]=[CH:27][N:26]=1)CCC.[CH2:39]([N:45]1[CH2:50][CH:49]2[CH:47]([C:48]2([C:52]2[CH:57]=[CH:56][CH:55]=[C:54](I)[CH:53]=2)[CH3:51])[C:46]1=[O:59])[CH2:40][CH2:41][CH2:42][CH2:43][CH3:44], predict the reaction product. (3) Given the reactants [NH2:1][C:2]([C:4]1[S:8][C:7]([C:9]2[CH:10]=[C:11]3[C:16](=[CH:17][CH:18]=2)[C:15](=[O:19])[N:14]([CH2:20][CH:21]([CH3:23])[CH3:22])[C:13]([CH2:24][NH:25]C(=O)OC(C)(C)C)=[C:12]3[C:33]2[CH:38]=[CH:37][CH:36]=[CH:35][CH:34]=2)=[N:6][C:5]=1[CH3:39])=[O:3].[ClH:40], predict the reaction product. The product is: [ClH:40].[NH2:25][CH2:24][C:13]1[N:14]([CH2:20][CH:21]([CH3:23])[CH3:22])[C:15](=[O:19])[C:16]2[C:11]([C:12]=1[C:33]1[CH:34]=[CH:35][CH:36]=[CH:37][CH:38]=1)=[CH:10][C:9]([C:7]1[S:8][C:4]([C:2]([NH2:1])=[O:3])=[C:5]([CH3:39])[N:6]=1)=[CH:18][CH:17]=2. (4) Given the reactants Cl.[CH2:2]1[C:4]2([CH2:8][CH2:7][C@@H:6]([CH2:9][OH:10])[NH:5]2)[CH2:3]1.[CH3:11][C:12]([O:15][C:16](O[C:16]([O:15][C:12]([CH3:14])([CH3:13])[CH3:11])=[O:17])=[O:17])([CH3:14])[CH3:13], predict the reaction product. The product is: [OH:10][CH2:9][C@@H:6]1[CH2:7][CH2:8][C:4]2([CH2:3][CH2:2]2)[N:5]1[C:16]([O:15][C:12]([CH3:14])([CH3:13])[CH3:11])=[O:17]. (5) The product is: [CH3:20][N:18]1[CH:19]=[C:15]([N:14]2[C:5]3[C:4]4[CH:3]=[C:2]([C:32]5[CH:33]=[C:28]6[N:27]=[C:26]([O:25][CH3:24])[N:43]([CH3:44])[C:29]6=[N:30][CH:31]=5)[CH:11]=[CH:10][C:9]=4[N:8]=[CH:7][C:6]=3[N:12]([CH3:23])[C:13]2=[O:22])[C:16]([CH3:21])=[N:17]1. Given the reactants Br[C:2]1[CH:11]=[CH:10][C:9]2[N:8]=[CH:7][C:6]3[N:12]([CH3:23])[C:13](=[O:22])[N:14]([C:15]4[C:16]([CH3:21])=[N:17][N:18]([CH3:20])[CH:19]=4)[C:5]=3[C:4]=2[CH:3]=1.[CH3:24][O:25][C:26]1[N:43]([CH3:44])[C:29]2=[N:30][CH:31]=[C:32](B3OC(C)(C)C(C)(C)O3)[CH:33]=[C:28]2[N:27]=1, predict the reaction product.